This data is from Forward reaction prediction with 1.9M reactions from USPTO patents (1976-2016). The task is: Predict the product of the given reaction. (1) The product is: [C:59]([N:55]1[C:56]2[C:51](=[CH:50][C:49]([N:32]3[CH2:33][CH2:34][N:29]([C:35]([O:37][C:38]([CH3:41])([CH3:40])[CH3:39])=[O:36])[CH2:30][CH2:31]3)=[CH:58][CH:57]=2)[C@H:52]([NH:66][C:67]2[N:72]=[CH:71][CH:70]=[CH:69][N:68]=2)[C@@H:53]([CH3:65])[C@@H:54]1[CH:62]1[CH2:64][CH2:63]1)(=[O:61])[CH3:60]. Given the reactants CN(C1C(C2C(P(C3CCCCC3)C3CCCCC3)=CC=CC=2)=CC=CC=1)C.[N:29]1([C:35]([O:37][C:38]([CH3:41])([CH3:40])[CH3:39])=[O:36])[CH2:34][CH2:33][NH:32][CH2:31][CH2:30]1.CC(C)([O-])C.[Na+].Br[C:49]1[CH:50]=[C:51]2[C:56](=[CH:57][CH:58]=1)[N:55]([C:59](=[O:61])[CH3:60])[C@@H:54]([CH:62]1[CH2:64][CH2:63]1)[C@H:53]([CH3:65])[C@H:52]2[NH:66][C:67]1[N:72]=[CH:71][CH:70]=[CH:69][N:68]=1, predict the reaction product. (2) Given the reactants Br[C:2]1[C:3]([NH:14][C:15]2[C:24]3[C:19](=[CH:20][C:21]([F:26])=[CH:22][C:23]=3[F:25])[N:18]=[C:17]([C:27]3[CH:32]=[CH:31][CH:30]=[CH:29][N:28]=3)[C:16]=2[CH3:33])=[CH:4][C:5]([N:8]2[CH2:13][CH2:12][O:11][CH2:10][CH2:9]2)=[N:6][CH:7]=1.[CH3:34][S:35]([C:38]1[CH:43]=[CH:42][C:41](B(O)O)=[CH:40][CH:39]=1)(=[O:37])=[O:36].C1(P(C2CCCCC2)C2CCCCC2)CCCCC1.[O-]P([O-])([O-])=O.[K+].[K+].[K+], predict the reaction product. The product is: [F:25][C:23]1[CH:22]=[C:21]([F:26])[CH:20]=[C:19]2[C:24]=1[C:15]([NH:14][C:3]1[C:2]([C:41]3[CH:42]=[CH:43][C:38]([S:35]([CH3:34])(=[O:37])=[O:36])=[CH:39][CH:40]=3)=[CH:7][N:6]=[C:5]([N:8]3[CH2:9][CH2:10][O:11][CH2:12][CH2:13]3)[CH:4]=1)=[C:16]([CH3:33])[C:17]([C:27]1[CH:32]=[CH:31][CH:30]=[CH:29][N:28]=1)=[N:18]2.